The task is: Predict the reaction yield, written as a fraction of the theoretical maximum amount of product (1.0 means a 100% yield; for example, 0.34 means a 34% yield).. This data is from Reaction yield outcomes from USPTO patents with 853,638 reactions. (1) The reactants are [NH2:1][C:2]1[CH:3]=[C:4]([C:8]2[CH2:9][CH2:10][N:11]([C:14]([O:16][C:17]([CH3:20])([CH3:19])[CH3:18])=[O:15])[CH2:12][CH:13]=2)[CH:5]=[CH:6][CH:7]=1.C(N(C(C)C)CC)(C)C.[C:30](Cl)(=[O:34])[CH:31]([CH3:33])[CH3:32]. The catalyst is ClCCl. The product is [C:30]([NH:1][C:2]1[CH:3]=[C:4]([C:8]2[CH2:13][CH2:12][N:11]([C:14]([O:16][C:17]([CH3:20])([CH3:19])[CH3:18])=[O:15])[CH2:10][CH:9]=2)[CH:5]=[CH:6][CH:7]=1)(=[O:34])[CH:31]([CH3:33])[CH3:32]. The yield is 0.520. (2) The reactants are [F:1][C:2]1[CH:3]=[CH:4][C:5]2[O:9][C:8]([C:10](OC)=[O:11])=[C:7]([CH2:14][O:15][CH3:16])[C:6]=2[CH:17]=1.[Cl-].[Ca+2].[Cl-].[BH4-].[Na+].[Cl-].[NH4+].C[N+]1([O-])CCOCC1. The catalyst is [Ru]([O-])(=O)(=O)=O.C([N+](CCC)(CCC)CCC)CC.C(#N)C.O1CCCC1.C(O)C. The product is [F:1][C:2]1[CH:3]=[CH:4][C:5]2[O:9][C:8]([CH:10]=[O:11])=[C:7]([CH2:14][O:15][CH3:16])[C:6]=2[CH:17]=1. The yield is 0.530. (3) The reactants are I[C:2]1[CH:10]=[CH:9][CH:8]=[C:7]2[C:3]=1[C:4](=[O:12])[C:5](=[O:11])[NH:6]2.C1(C)C=CC=CC=1P(C1C=CC=CC=1C)C1C=CC=CC=1C.[CH:35]([C:37]1[CH:42]=[CH:41][C:40]([OH:43])=[CH:39][CH:38]=1)=[CH2:36]. The catalyst is C(O)C(O)C.C(#N)C.C([O-])(=O)C.[Pd+2].C([O-])(=O)C. The product is [OH:43][C:40]1[CH:41]=[CH:42][C:37](/[CH:35]=[CH:36]/[C:2]2[CH:10]=[CH:9][CH:8]=[C:7]3[C:3]=2[C:4](=[O:12])[C:5](=[O:11])[NH:6]3)=[CH:38][CH:39]=1. The yield is 0.130. (4) The catalyst is ClCCl. The product is [CH2:1]([O:8][C:9]([N:11]1[CH2:16][CH2:15][N:14]([CH2:17][CH2:18][CH2:19][CH2:20][N:30]2[CH2:31][CH2:32][C:27]3([CH2:25][CH2:26]3)[C@H:28]([OH:33])[CH2:29]2)[C:13](=[O:22])[C@@H:12]1[CH3:23])=[O:10])[C:2]1[CH:7]=[CH:6][CH:5]=[CH:4][CH:3]=1. The yield is 0.560. The reactants are [CH2:1]([O:8][C:9]([N:11]1[CH2:16][CH2:15][N:14]([CH2:17][CH2:18][CH2:19][CH:20]=O)[C:13](=[O:22])[C@@H:12]1[CH3:23])=[O:10])[C:2]1[CH:7]=[CH:6][CH:5]=[CH:4][CH:3]=1.Cl.[CH2:25]1[C:27]2([CH2:32][CH2:31][NH:30][CH2:29][C@H:28]2[OH:33])[CH2:26]1.C(N(CC)CC)C.C(O)(=O)C.C(O[BH-](OC(=O)C)OC(=O)C)(=O)C.[Na+].N. (5) The reactants are [CH2:1]1[O:5][C:4]2[CH:6]=[C:7]([Br:12])[C:8]([CH:10]=O)=[CH:9][C:3]=2[O:2]1.Cl.O[NH2:15].CC([O-])=O.[Na+]. The catalyst is C(O)(=O)C. The product is [Br:12][C:7]1[C:8]([C:10]#[N:15])=[CH:9][C:3]2[O:2][CH2:1][O:5][C:4]=2[CH:6]=1. The yield is 0.850. (6) The reactants are [CH3:1][O:2][C:3]1[CH:4]=[CH:5][C:6]2[O:10][C:9]([CH:11]([NH:18][C:19]3[CH:27]=[CH:26][C:22](C(O)=O)=[CH:21][CH:20]=3)[CH2:12][CH2:13][CH2:14][CH2:15][CH2:16][CH3:17])=[C:8]([CH3:28])[C:7]=2[CH:29]=1.CNC[CH2:33][C:34]([O:36][CH2:37][CH3:38])=[O:35].O.ON1C2C=CC=CC=2N=N1.Cl.C(N=C=NCCCN(C)C)C.[Cl-].[NH4+].[CH3:64][N:65]([CH3:68])[CH:66]=[O:67]. The catalyst is C(N(CC)CC)C. The product is [CH3:1][O:2][C:3]1[CH:4]=[CH:5][C:6]2[O:10][C:9]([CH:11]([NH:18][C:19]3[CH:27]=[CH:26][C:22]([C:66]([N:65]([CH3:68])[CH2:64][CH2:33][C:34]([O:36][CH2:37][CH3:38])=[O:35])=[O:67])=[CH:21][CH:20]=3)[CH2:12][CH2:13][CH2:14][CH2:15][CH2:16][CH3:17])=[C:8]([CH3:28])[C:7]=2[CH:29]=1. The yield is 0.750. (7) The reactants are [CH3:1][N:2]1[C@H:14]2[C@H:5]([CH2:6][CH2:7][C:8]3[CH:9]=[CH:10][N:11]=[CH:12][C:13]=32)[CH2:4][CH2:3]1.[I:15][CH2:16][CH2:17][CH2:18][CH2:19][CH2:20][CH2:21][CH2:22][CH2:23][CH3:24]. The catalyst is CC(O)=O. The product is [I-:15].[CH3:1][N:2]1[C@H:14]2[C@H:5]([CH2:6][CH2:7][C:8]3[CH:9]=[CH:10][N+:11]([CH2:16][CH2:17][CH2:18][CH2:19][CH2:20][CH2:21][CH2:22][CH2:23][CH3:24])=[CH:12][C:13]=32)[CH2:4][CH2:3]1. The yield is 0.790.